From a dataset of Merck oncology drug combination screen with 23,052 pairs across 39 cell lines. Regression. Given two drug SMILES strings and cell line genomic features, predict the synergy score measuring deviation from expected non-interaction effect. (1) Drug 1: CC(=O)OC1C(=O)C2(C)C(O)CC3OCC3(OC(C)=O)C2C(OC(=O)c2ccccc2)C2(O)CC(OC(=O)C(O)C(NC(=O)c3ccccc3)c3ccccc3)C(C)=C1C2(C)C. Drug 2: O=C(NOCC(O)CO)c1ccc(F)c(F)c1Nc1ccc(I)cc1F. Cell line: HCT116. Synergy scores: synergy=11.9. (2) Drug 1: CC(=O)OC1C(=O)C2(C)C(O)CC3OCC3(OC(C)=O)C2C(OC(=O)c2ccccc2)C2(O)CC(OC(=O)C(O)C(NC(=O)c3ccccc3)c3ccccc3)C(C)=C1C2(C)C. Drug 2: NC(=O)c1cccc2cn(-c3ccc(C4CCCNC4)cc3)nc12. Cell line: LOVO. Synergy scores: synergy=-3.93.